From a dataset of Catalyst prediction with 721,799 reactions and 888 catalyst types from USPTO. Predict which catalyst facilitates the given reaction. (1) Reactant: [NH2:1][C:2]1[CH:7]=[CH:6][C:5]([C:8]2[S:12][C:11]([N:13]=[C:14]([NH2:16])[NH2:15])=[N:10][C:9]=2[CH3:17])=[CH:4][CH:3]=1.[CH:18]([CH:20]1[CH2:25][CH2:24][N:23]([C:26]([O:28][CH2:29][C:30]2[CH:35]=[CH:34][CH:33]=[CH:32][CH:31]=2)=[O:27])[CH2:22][CH2:21]1)=O.C(O[BH-](OC(=O)C)OC(=O)C)(=O)C.[Na+]. Product: [NH2:16][C:14](=[N:13][C:11]1[S:12][C:8]([C:5]2[CH:6]=[CH:7][C:2]([NH:1][CH2:18][CH:20]3[CH2:25][CH2:24][N:23]([C:26]([O:28][CH2:29][C:30]4[CH:31]=[CH:32][CH:33]=[CH:34][CH:35]=4)=[O:27])[CH2:22][CH2:21]3)=[CH:3][CH:4]=2)=[C:9]([CH3:17])[N:10]=1)[NH2:15]. The catalyst class is: 4. (2) Reactant: CO[C:3]1[CH:8]=[CH:7][C:6]([NH2:9])=[CH:5][CH:4]=1.CC(C)N=C=NC(C)C.C(OC([N:26]1[CH2:39][CH2:38][C:37]2[C:36]3[CH:35]=[C:34]([Cl:40])[C:33]([Cl:41])=[CH:32][C:31]=3[N:30]([CH2:42][C:43](O)=[O:44])[C:29]=2[CH2:28][CH2:27]1)=O)(C)(C)C. Product: [ClH:40].[Cl:41][C:33]1[C:34]([Cl:40])=[CH:35][C:36]2[C:37]3[CH2:38][CH2:39][NH:26][CH2:27][CH2:28][C:29]=3[N:30]([CH2:42][C:43]([NH:9][C:6]3[CH:5]=[CH:4][CH:3]=[CH:8][CH:7]=3)=[O:44])[C:31]=2[CH:32]=1. The catalyst class is: 49. (3) Reactant: [NH2:1][C:2]1[C:3]([C:25](OCC)=[O:26])=[N:4][C:5]([NH:17][C:18]2[CH:23]=[CH:22][CH:21]=[C:20]([OH:24])[CH:19]=2)=[N:6][C:7]=1[NH:8][C:9]1[CH:14]=[CH:13][CH:12]=[CH:11][C:10]=1[O:15][CH3:16].OC1C=C([NH:37]C2N=C(C(OCC)=O)C([N+]([O-])=O)=C(NC3C=CC=CC=3OC)N=2)C=CC=1.[CH2:61]([OH:63])C. Product: [OH:24][C:20]1[CH:19]=[C:18]([NH:17][C:5]2[N:6]=[C:7]3[C:2]([NH:1][C:61](=[O:63])[N:8]3[C:9]3[CH:14]=[CH:13][CH:12]=[CH:11][C:10]=3[O:15][CH3:16])=[C:3]([C:25]([NH2:37])=[O:26])[N:4]=2)[CH:23]=[CH:22][CH:21]=1. The catalyst class is: 45. (4) Product: [Br:1][C:2]1[CH:3]=[C:4]([CH3:14])[C:5]2[N:9]=[C:8]([CH2:10][CH2:11][CH3:12])[N:7]([CH2:22][C:23]3[CH:40]=[CH:39][C:26]4/[C:27](=[CH:36]/[C:37]#[N:38])/[C:28]5[CH:35]=[CH:34][CH:33]=[CH:32][C:29]=5[CH2:30][CH2:31][C:25]=4[CH:24]=3)[C:6]=2[CH:13]=1. The catalyst class is: 3. Reactant: [Br:1][C:2]1[CH:3]=[C:4]([CH3:14])[C:5]2[NH:9][C:8]([CH2:10][CH2:11][CH3:12])=[N:7][C:6]=2[CH:13]=1.C(=O)([O-])[O-].[K+].[K+].Br[CH2:22][C:23]1[CH:40]=[CH:39][C:26]2/[C:27](=[CH:36]/[C:37]#[N:38])/[C:28]3[CH:35]=[CH:34][CH:33]=[CH:32][C:29]=3[CH2:30][CH2:31][C:25]=2[CH:24]=1.C(OCC)(=O)C. (5) Reactant: [Cl:1][C:2]1[CH:24]=[CH:23][C:22]([F:25])=[CH:21][C:3]=1[O:4][C:5]1[CH:10]=[CH:9][C:8]([N:11]2[CH:15]=[C:14]([C:16]([O:18]CC)=[O:17])[CH:13]=[N:12]2)=[CH:7][CH:6]=1.[OH-].[Na+]. Product: [Cl:1][C:2]1[CH:24]=[CH:23][C:22]([F:25])=[CH:21][C:3]=1[O:4][C:5]1[CH:6]=[CH:7][C:8]([N:11]2[CH:15]=[C:14]([C:16]([OH:18])=[O:17])[CH:13]=[N:12]2)=[CH:9][CH:10]=1. The catalyst class is: 36. (6) Reactant: C([O:3][P:4]([C:9]1[CH:14]=[C:13]([Br:15])[CH:12]=[CH:11][C:10]=1[NH:16][C:17]([NH:19][C:20]1[CH:25]=[CH:24][CH:23]=[C:22]([C:26]([F:29])([F:28])[F:27])[CH:21]=1)=[O:18])([O:6]CC)=[O:5])C.Br[Si](C)(C)C. Product: [P:4]([C:9]1[CH:14]=[C:13]([Br:15])[CH:12]=[CH:11][C:10]=1[NH:16][C:17]([NH:19][C:20]1[CH:25]=[CH:24][CH:23]=[C:22]([C:26]([F:29])([F:27])[F:28])[CH:21]=1)=[O:18])([OH:6])([OH:5])=[O:3]. The catalyst class is: 22. (7) Reactant: [CH3:1][C:2]1[CH:12]=[CH:11][C:10]([N+:13]([O-])=O)=[CH:9][C:3]=1[C:4]([O:6][CH2:7][CH3:8])=[O:5]. Product: [NH2:13][C:10]1[CH:11]=[CH:12][C:2]([CH3:1])=[C:3]([CH:9]=1)[C:4]([O:6][CH2:7][CH3:8])=[O:5]. The catalyst class is: 29.